Dataset: Catalyst prediction with 721,799 reactions and 888 catalyst types from USPTO. Task: Predict which catalyst facilitates the given reaction. (1) Reactant: [F:1][C:2]1[CH:3]=[C:4]([NH:13][C:14]([C@H:16]2[C:25]3[C:20](=[CH:21][C:22]([O:26][CH3:27])=[CH:23][CH:24]=3)[CH2:19][CH2:18][N:17]2[C:28]([CH:30]2[CH2:33][C:32](=[CH:34][C:35]([O:37][C:38]([CH3:41])([CH3:40])[CH3:39])=[O:36])[CH2:31]2)=[O:29])=[O:15])[CH:5]=[C:6]([F:12])[C:7]=1[Si:8]([CH3:11])([CH3:10])[CH3:9]. Product: [F:1][C:2]1[CH:3]=[C:4]([NH:13][C:14]([C@H:16]2[C:25]3[C:20](=[CH:21][C:22]([O:26][CH3:27])=[CH:23][CH:24]=3)[CH2:19][CH2:18][N:17]2[C:28]([CH:30]2[CH2:31][CH:32]([CH2:34][C:35]([O:37][C:38]([CH3:41])([CH3:40])[CH3:39])=[O:36])[CH2:33]2)=[O:29])=[O:15])[CH:5]=[C:6]([F:12])[C:7]=1[Si:8]([CH3:9])([CH3:11])[CH3:10]. The catalyst class is: 129. (2) Reactant: Cl[C:2]1[C:11]2=[N:12][N:13](CC3C=CC(OC)=CC=3)[C:14]([N+:15]([O-:17])=[O:16])=[C:10]2[C:9]2[CH:8]=[CH:7][CH:6]=[CH:5][C:4]=2[N:3]=1.[CH3:27][N:28]1[CH2:33][CH2:32][N:31]([C:34]2[CH:40]=[CH:39][C:37]([NH2:38])=[CH:36][CH:35]=2)[CH2:30][CH2:29]1.Cl. Product: [CH3:27][N:28]1[CH2:29][CH2:30][N:31]([C:34]2[CH:40]=[CH:39][C:37]([NH:38][C:2]3[C:11]4=[N:12][NH:13][C:14]([N+:15]([O-:17])=[O:16])=[C:10]4[C:9]4[CH:8]=[CH:7][CH:6]=[CH:5][C:4]=4[N:3]=3)=[CH:36][CH:35]=2)[CH2:32][CH2:33]1. The catalyst class is: 71. (3) Reactant: [NH2:1][C@@H:2]([CH2:8][C:9]1[CH:14]=[CH:13][CH:12]=[CH:11][CH:10]=1)[C@H:3]([OH:7])[C:4]([OH:6])=[O:5].CCN(CC)CC.Cl[C:23]([C:25]1[C:26]([CH3:35])=[C:27]([O:31][C:32](=[O:34])[CH3:33])[CH:28]=[CH:29][CH:30]=1)=[O:24].Cl.[Na+].[Cl-]. Product: [C:32]([O:31][C:27]1[C:26]([CH3:35])=[C:25]([CH:30]=[CH:29][CH:28]=1)[C:23]([NH:1][C@@H:2]([CH2:8][C:9]1[CH:14]=[CH:13][CH:12]=[CH:11][CH:10]=1)[C@H:3]([OH:7])[C:4]([OH:6])=[O:5])=[O:24])(=[O:34])[CH3:33]. The catalyst class is: 20. (4) Reactant: FC(F)(F)C(O)=O.[Cl:8][C:9]1[CH:10]=[C:11]([C:19]2[O:23][N:22]=[C:21]([C:24]3[CH:32]=[C:31]4[C:27]([C:28]([CH2:33][CH2:34][C:35]([O:37]C(C)(C)C)=[O:36])=[CH:29][NH:30]4)=[CH:26][CH:25]=3)[N:20]=2)[CH:12]=[CH:13][C:14]=1[O:15][CH:16]([CH3:18])[CH3:17]. Product: [Cl:8][C:9]1[CH:10]=[C:11]([C:19]2[O:23][N:22]=[C:21]([C:24]3[CH:32]=[C:31]4[C:27]([C:28]([CH2:33][CH2:34][C:35]([OH:37])=[O:36])=[CH:29][NH:30]4)=[CH:26][CH:25]=3)[N:20]=2)[CH:12]=[CH:13][C:14]=1[O:15][CH:16]([CH3:18])[CH3:17]. The catalyst class is: 4. (5) Reactant: C1C=C(Cl)C=C(C(OO)=O)C=1.[CH2:12]([O:14][CH2:15][C:16]1[N:17]([CH2:29][C:30]2([C:36]([NH2:38])=[O:37])[CH2:35][CH2:34][CH2:33][CH2:32][CH2:31]2)[C:18]2[C:27]3[CH:26]=[CH:25][CH:24]=[CH:23][C:22]=3[N:21]=[CH:20][C:19]=2[N:28]=1)[CH3:13].[OH-].[NH4+:40].C1(C)C=CC(S(Cl)(=O)=O)=CC=1. Product: [NH2:40][C:20]1[C:19]2[N:28]=[C:16]([CH2:15][O:14][CH2:12][CH3:13])[N:17]([CH2:29][C:30]3([C:36]([NH2:38])=[O:37])[CH2:35][CH2:34][CH2:33][CH2:32][CH2:31]3)[C:18]=2[C:27]2[CH:26]=[CH:25][CH:24]=[CH:23][C:22]=2[N:21]=1. The catalyst class is: 22. (6) Reactant: Br[CH2:2][C:3]1[N:8]([C:9]2[CH:14]=[CH:13][CH:12]=[C:11]([C:15]([F:18])([F:17])[F:16])[CH:10]=2)[C:7](=[O:19])[C:6]([C:20]([OH:22])=[O:21])=[CH:5][CH:4]=1.[CH3:23][O-:24].[Na+]. Product: [CH3:23][O:24][CH2:2][C:3]1[N:8]([C:9]2[CH:14]=[CH:13][CH:12]=[C:11]([C:15]([F:18])([F:17])[F:16])[CH:10]=2)[C:7](=[O:19])[C:6]([C:20]([OH:22])=[O:21])=[CH:5][CH:4]=1. The catalyst class is: 5.